From a dataset of HIV replication inhibition screening data with 41,000+ compounds from the AIDS Antiviral Screen. Binary Classification. Given a drug SMILES string, predict its activity (active/inactive) in a high-throughput screening assay against a specified biological target. The compound is CC1CC2C(=O)N(c3ccccc3)C(=O)C2c2[nH]c3ccc(Br)cc3c21. The result is 0 (inactive).